This data is from Reaction yield outcomes from USPTO patents with 853,638 reactions. The task is: Predict the reaction yield, written as a fraction of the theoretical maximum amount of product (1.0 means a 100% yield; for example, 0.34 means a 34% yield). The reactants are Br[C:2]1[C:3]([O:31][CH3:32])=[C:4]([C:16]2[CH:24]=[C:23]3[C:19]([C:20]([CH2:25][NH:26][S:27]([CH3:30])(=[O:29])=[O:28])=[CH:21][CH2:22]3)=[CH:18][CH:17]=2)[CH:5]=[C:6]([N:8]2[CH:13]=[CH:12][C:11](=[O:14])[NH:10][C:9]2=[O:15])[CH:7]=1.[S:33]1[CH:37]=[CH:36][C:35](B(O)O)=[CH:34]1. No catalyst specified. The product is [O:15]=[C:9]1[NH:10][C:11](=[O:14])[CH:12]=[CH:13][N:8]1[C:6]1[CH:7]=[C:2]([C:35]2[CH:36]=[CH:37][S:33][CH:34]=2)[C:3]([O:31][CH3:32])=[C:4]([C:16]2[CH:24]=[C:23]3[C:19]([C:20]([CH2:25][NH:26][S:27]([CH3:30])(=[O:29])=[O:28])=[CH:21][CH2:22]3)=[CH:18][CH:17]=2)[CH:5]=1. The yield is 0.330.